This data is from Forward reaction prediction with 1.9M reactions from USPTO patents (1976-2016). The task is: Predict the product of the given reaction. (1) Given the reactants C([N:11]([C:15]#[N:16])[C:12]([NH2:14])=[NH:13])CCCCCCCCC.[NH:17]1[CH2:22][CH2:21][S:20][CH2:19][CH2:18]1.[ClH:23].C(O[CH2:28][CH3:29])(=O)C.[C:30]1([CH3:37])[C:31]([CH3:36])=[CH:32][CH:33]=[CH:34][CH:35]=1, predict the reaction product. The product is: [ClH:23].[CH2:37]([NH:14][C:12]([NH:11][C:15](=[NH:16])[N:17]1[CH2:22][CH2:21][S:20][CH2:19][CH2:18]1)=[NH:13])[CH2:30][CH2:35][CH2:34][CH2:33][CH2:32][CH2:31][CH2:36][CH2:28][CH3:29]. (2) Given the reactants [CH:1]([C:4]1[N:9]=[C:8]([C:10](OCC)=[O:11])[CH:7]=[CH:6][CH:5]=1)([CH3:3])[CH3:2].[H-].[H-].[H-].[H-].[Li+].[Al+3], predict the reaction product. The product is: [CH:1]([C:4]1[N:9]=[C:8]([CH2:10][OH:11])[CH:7]=[CH:6][CH:5]=1)([CH3:3])[CH3:2]. (3) Given the reactants C1(P(C2C=CC=CC=2)C2C=CC=CC=2)C=CC=CC=1.[Br-:20].[CH3:21][O:22][C:23]([C:25]1[C:26]([CH2:35][P+:36](C2C=CC=CC=2)(C2C=CC=CC=2)[C:37]2[CH:42]=[CH:41][CH:40]=[CH:39][CH:38]=2)=[N:27][C:28]([C:31]([F:34])([F:33])[F:32])=[CH:29][CH:30]=1)=[O:24], predict the reaction product. The product is: [Br-:20].[CH3:21][O:22][C:23]([C:25]1[C:26]([CH2:35][PH2+:36][C:37]2[CH:42]=[CH:41][CH:40]=[CH:39][CH:38]=2)=[N:27][C:28]([C:31]([F:32])([F:34])[F:33])=[CH:29][CH:30]=1)=[O:24]. (4) Given the reactants [NH2:1][CH2:2][CH:3]1[CH2:8][CH2:7][CH2:6][N:5]([C:9]2[CH:14]=[CH:13][CH:12]=[CH:11][C:10]=2[CH2:15][CH:16]([CH2:22][CH2:23][CH3:24])[C:17]([O:19][CH2:20][CH3:21])=[O:18])[CH2:4]1.[Cl:25][C:26]1[CH:31]=[CH:30][C:29]([C:32]2[S:33][C:34]([C:38](O)=[O:39])=[C:35]([CH3:37])[N:36]=2)=[CH:28][CH:27]=1, predict the reaction product. The product is: [Cl:25][C:26]1[CH:27]=[CH:28][C:29]([C:32]2[S:33][C:34]([C:38]([NH:1][CH2:2][CH:3]3[CH2:8][CH2:7][CH2:6][N:5]([C:9]4[CH:14]=[CH:13][CH:12]=[CH:11][C:10]=4[CH2:15][CH:16]([CH2:22][CH2:23][CH3:24])[C:17]([O:19][CH2:20][CH3:21])=[O:18])[CH2:4]3)=[O:39])=[C:35]([CH3:37])[N:36]=2)=[CH:30][CH:31]=1. (5) Given the reactants Cl.[CH2:2]([O:9][C:10]1[C:11]([NH:17][C:18]2[S:19][CH:20]=[C:21]([CH3:23])[N:22]=2)=[N:12][CH:13]=[C:14](Br)[CH:15]=1)[C:3]1[CH:8]=[CH:7][CH:6]=[CH:5][CH:4]=1.[Li]C.C([Li])CCC.C([O:34]B(OC(C)C)OC(C)C)(C)C.[OH-].[Na+].OO, predict the reaction product. The product is: [CH2:2]([O:9][C:10]1[CH:15]=[C:14]([OH:34])[CH:13]=[N:12][C:11]=1[NH:17][C:18]1[S:19][CH:20]=[C:21]([CH3:23])[N:22]=1)[C:3]1[CH:8]=[CH:7][CH:6]=[CH:5][CH:4]=1. (6) Given the reactants [NH2:1][C:2]1[CH:3]=[CH:4][CH:5]=[C:6]2[C:11]=1[N:10]=[CH:9][CH:8]=[CH:7]2.[CH3:12][O:13][C:14]1[CH:19]=[CH:18][C:17]([S:20](Cl)(=[O:22])=[O:21])=[C:16]([N+:24]([O-:26])=[O:25])[CH:15]=1, predict the reaction product. The product is: [CH3:12][O:13][C:14]1[CH:19]=[CH:18][C:17]([S:20]([NH:1][C:2]2[CH:3]=[CH:4][CH:5]=[C:6]3[C:11]=2[N:10]=[CH:9][CH:8]=[CH:7]3)(=[O:21])=[O:22])=[C:16]([N+:24]([O-:26])=[O:25])[CH:15]=1. (7) Given the reactants [Cl:1][C:2]1[S:3][C:4]([CH2:7]Cl)=[CH:5][CH:6]=1.BrCC1CCCCO1.[Cl:17][C:18]1[CH:26]=[CH:25][CH:24]=[C:23]2[C:19]=1[C:20]1([C:31]3=[CH:32][C:33]4[O:37][CH2:36][O:35][C:34]=4[CH:38]=[C:30]3[O:29][CH2:28]1)[C:21](=[O:27])[NH:22]2.N1C2C(=CC=CC=2)C2(COC3C=C4C(=CC2=3)CCO4)C1=O, predict the reaction product. The product is: [Cl:17][C:18]1[CH:26]=[CH:25][CH:24]=[C:23]2[C:19]=1[C:20]1([C:31]3=[CH:32][C:33]4[O:37][CH2:36][O:35][C:34]=4[CH:38]=[C:30]3[O:29][CH2:28]1)[C:21](=[O:27])[N:22]2[CH2:7][C:4]1[S:3][C:2]([Cl:1])=[CH:6][CH:5]=1. (8) Given the reactants COCCOC[O:7][CH2:8][CH2:9][CH2:10][C:11]1[CH:16]=[CH:15][C:14]([C:17]2[CH:22]=[C:21]([C:23]3[CH:28]=[CH:27][C:26]([O:29]CC4C=CC=CC=4)=[CH:25][CH:24]=3)[CH:20]=[C:19]([C:37]3[CH:42]=[CH:41][C:40]([CH2:43][CH2:44][CH2:45][O:46]COCCOC)=[CH:39][CH:38]=3)[CH:18]=2)=[CH:13][CH:12]=1, predict the reaction product. The product is: [OH:7][CH2:8][CH2:9][CH2:10][C:11]1[CH:12]=[CH:13][C:14]([C:17]2[CH:18]=[C:19]([C:37]3[CH:42]=[CH:41][C:40]([CH2:43][CH2:44][CH2:45][OH:46])=[CH:39][CH:38]=3)[CH:20]=[C:21]([C:23]3[CH:28]=[CH:27][C:26]([OH:29])=[CH:25][CH:24]=3)[CH:22]=2)=[CH:15][CH:16]=1. (9) Given the reactants [Cl:1][C:2]1[CH:3]=[C:4]([C:13]2[C:17]([CH2:18][N:19]([CH3:31])[CH2:20][CH2:21][N:22](C)[C:23](=O)OC(C)(C)C)=[CH:16][N:15](C3CCCCO3)[N:14]=2)[CH:5]=[C:6]([Cl:12])[C:7]=1[O:8][CH:9]([CH3:11])[CH3:10].O.[C:39]([OH:45])([C:41]([F:44])([F:43])[F:42])=[O:40].CC#N, predict the reaction product. The product is: [F:42][C:41]([F:44])([F:43])[C:39]([OH:45])=[O:40].[F:42][C:41]([F:44])([F:43])[C:39]([OH:45])=[O:40].[Cl:1][C:2]1[CH:3]=[C:4]([C:13]2[C:17]([CH2:18][N:19]([CH3:31])[CH2:20][CH2:21][NH:22][CH3:23])=[CH:16][NH:15][N:14]=2)[CH:5]=[C:6]([Cl:12])[C:7]=1[O:8][CH:9]([CH3:11])[CH3:10].